This data is from Catalyst prediction with 721,799 reactions and 888 catalyst types from USPTO. The task is: Predict which catalyst facilitates the given reaction. (1) Reactant: C(=O)(O)O.[F:5][C:6]1[C:11]([CH:12]=[O:13])=[C:10]([F:14])[CH:9]=[CH:8][C:7]=1[O:15]C(=O)OC(C)(C)C.[N:23]1[CH:28]=[CH:27][CH:26]=[C:25]([C:29]2[CH:30]=[C:31]3[CH:37]=[CH:36][NH:35][C:32]3=[N:33][CH:34]=2)[CH:24]=1.[OH-].[K+]. Product: [F:5][C:6]1[C:11]([CH:12]([OH:13])[C:37]2[C:31]3[C:32](=[N:33][CH:34]=[C:29]([C:25]4[CH:24]=[N:23][CH:28]=[CH:27][CH:26]=4)[CH:30]=3)[NH:35][CH:36]=2)=[C:10]([F:14])[CH:9]=[CH:8][C:7]=1[OH:15]. The catalyst class is: 24. (2) Reactant: [Cl:1][C:2]1[CH:7]=[CH:6][C:5]([C:8]([C:10]2[CH:15]=[C:14]([O:16][CH3:17])[CH:13]=[CH:12][C:11]=2[NH:18][C:19](=[O:44])[C@H:20]([CH2:39][C:40]([O:42][CH3:43])=[O:41])[NH:21]C(OCC2C3C=CC=CC=3C3C2=CC=CC=3)=O)=O)=[CH:4][CH:3]=1.CCN(CC)CC.CC(O)=O. Product: [CH3:43][O:42][C:40](=[O:41])[CH2:39][C@@H:20]1[N:21]=[C:8]([C:5]2[CH:6]=[CH:7][C:2]([Cl:1])=[CH:3][CH:4]=2)[C:10]2[CH:15]=[C:14]([O:16][CH3:17])[CH:13]=[CH:12][C:11]=2[NH:18][C:19]1=[O:44]. The catalyst class is: 2.